Dataset: TCR-epitope binding with 47,182 pairs between 192 epitopes and 23,139 TCRs. Task: Binary Classification. Given a T-cell receptor sequence (or CDR3 region) and an epitope sequence, predict whether binding occurs between them. (1) The epitope is ELAGIGILTV. The TCR CDR3 sequence is CASSSESPGGSYTF. Result: 1 (the TCR binds to the epitope). (2) The epitope is QIKVRVKMV. The TCR CDR3 sequence is CSASPFFVTRETQYF. Result: 0 (the TCR does not bind to the epitope).